This data is from Reaction yield outcomes from USPTO patents with 853,638 reactions. The task is: Predict the reaction yield, written as a fraction of the theoretical maximum amount of product (1.0 means a 100% yield; for example, 0.34 means a 34% yield). (1) The reactants are [N:1]1([C:7]2[CH:14]=[CH:13][C:10]([C:11]#[N:12])=[CH:9][CH:8]=2)[CH2:6][CH2:5][NH:4][CH2:3][CH2:2]1.[OH-].[Na+].[O:17](C(OC(C)(C)C)=O)[C:18]([O:20][C:21]([CH3:24])([CH3:23])[CH3:22])=O. The catalyst is O1CCOCC1.O. The product is [C:11]([C:10]1[CH:9]=[CH:8][C:7]([N:1]2[CH2:6][CH2:5][N:4]([C:18]([O:20][C:21]([CH3:24])([CH3:23])[CH3:22])=[O:17])[CH2:3][CH2:2]2)=[CH:14][CH:13]=1)#[N:12]. The yield is 0.930. (2) The reactants are [Cl:1][C:2]1[CH:3]=[C:4]([CH:6]=[CH:7][C:8]=1[Cl:9])[NH2:5].Br[CH2:11][C:12]([O:14][CH2:15][CH3:16])=[O:13].C(N(C(C)C)CC)(C)C.FC(F)(F)C(O)=O.C([O-])(O)=O.[Na+]. The catalyst is CN1C(=O)CCC1.O.CC#N.O. The product is [Cl:1][C:2]1[CH:3]=[C:4]([NH:5][CH2:11][C:12]([O:14][CH2:15][CH3:16])=[O:13])[CH:6]=[CH:7][C:8]=1[Cl:9]. The yield is 0.970. (3) The reactants are [Cl:1][C:2]1[CH:10]=[CH:9][C:8]([O:11]C)=[CH:7][C:3]=1[C:4]([OH:6])=O.CN1CCOCC1.[N:20]1([CH2:25][CH2:26][O:27][C:28]2[CH:33]=[CH:32][C:31]([NH:34][C:35]3[N:40]=[CH:39][C:38]([NH2:41])=[CH:37][N:36]=3)=[CH:30][CH:29]=2)[CH2:24][CH2:23][CH2:22][CH2:21]1.C([O-])(O)=O.[Na+].B(Br)(Br)Br. The catalyst is C(Cl)Cl. The product is [N:20]1([CH2:25][CH2:26][O:27][C:28]2[CH:29]=[CH:30][C:31]([NH:34][C:35]3[N:36]=[CH:37][C:38]([NH:41][C:4](=[O:6])[C:3]4[CH:7]=[C:8]([OH:11])[CH:9]=[CH:10][C:2]=4[Cl:1])=[CH:39][N:40]=3)=[CH:32][CH:33]=2)[CH2:24][CH2:23][CH2:22][CH2:21]1. The yield is 0.450. (4) The reactants are [O:1]=[C:2]1[C:11]2[C:6](=[CH:7][CH:8]=[CH:9][CH:10]=2)[C:5]([CH2:12][C:13]2[CH:14]=[C:15]([CH:19]=[CH:20][CH:21]=2)[C:16](O)=[O:17])=[N:4][NH:3]1.ON1C2C=CC=CC=2N=N1.[CH3:32][NH:33][C:34]([C:36]1[N:37]=[C:38]([C:45]([F:48])([F:47])[F:46])[N:39]2[CH2:44][CH2:43][NH:42][CH2:41][C:40]=12)=[O:35].Cl.C(N=C=NCCCN(C)C)C.C(N(CC)CC)C. The catalyst is CN(C)C=O. The product is [CH3:32][NH:33][C:34]([C:36]1[N:37]=[C:38]([C:45]([F:48])([F:46])[F:47])[N:39]2[CH2:44][CH2:43][N:42]([C:16](=[O:17])[C:15]3[CH:19]=[CH:20][CH:21]=[C:13]([CH2:12][C:5]4[C:6]5[C:11](=[CH:10][CH:9]=[CH:8][CH:7]=5)[C:2](=[O:1])[NH:3][N:4]=4)[CH:14]=3)[CH2:41][C:40]=12)=[O:35]. The yield is 0.900. (5) The reactants are [OH-].[Na+:2].[Cl:3][C:4]1[CH:5]=[CH:6][C:7]([OH:22])=[C:8]([C:10]2[O:14][N:13]=[C:12]([CH2:15][CH2:16][CH2:17][CH2:18][C:19]([OH:21])=[O:20])[CH:11]=2)[CH:9]=1. The catalyst is O. The product is [Na+:2].[Na+:2].[Cl:3][C:4]1[CH:5]=[CH:6][C:7]([OH:22])=[C:8]([C:10]2[O:14][N:13]=[C:12]([CH2:15][CH2:16][CH2:17][CH2:18][C:19]([O-:21])=[O:20])[CH:11]=2)[CH:9]=1.[Cl:3][C:4]1[CH:5]=[CH:6][C:7]([OH:22])=[C:8]([C:10]2[O:14][N:13]=[C:12]([CH2:15][CH2:16][CH2:17][CH2:18][C:19]([O-:21])=[O:20])[CH:11]=2)[CH:9]=1. The yield is 1.00. (6) The reactants are [CH3:1][N:2]1[CH2:7][CH2:6][N:5]([CH2:8][CH2:9][O:10][C:11]2[CH:16]=[CH:15][N:14]3[N:17]=[C:18]([CH3:42])[C:19]([C:20]4[S:21][C:22]([C:31]5[N:35]=[CH:34][N:33](C6CCCCO6)[N:32]=5)=[C:23]([C:25]5[CH:30]=[CH:29][CH:28]=[CH:27][CH:26]=5)[N:24]=4)=[C:13]3[CH:12]=2)[CH2:4][C:3]1=[O:43].[ClH:44].CCOC(C)=O. The catalyst is C1COCC1.CO. The product is [ClH:44].[CH3:1][N:2]1[CH2:7][CH2:6][N:5]([CH2:8][CH2:9][O:10][C:11]2[CH:16]=[CH:15][N:14]3[N:17]=[C:18]([CH3:42])[C:19]([C:20]4[S:21][C:22]([C:31]5[N:35]=[CH:34][NH:33][N:32]=5)=[C:23]([C:25]5[CH:30]=[CH:29][CH:28]=[CH:27][CH:26]=5)[N:24]=4)=[C:13]3[CH:12]=2)[CH2:4][C:3]1=[O:43]. The yield is 0.870. (7) The reactants are [Cl:1][C:2]1[C:3]([C:21]([F:24])([F:23])[F:22])=[CH:4][C:5]([N+:18]([O-:20])=[O:19])=[C:6]([NH:8][C:9]2[CH:14]=[CH:13][C:12]([CH2:15][CH2:16][OH:17])=[CH:11][CH:10]=2)[CH:7]=1.[C:25]1([CH3:37])[CH:30]=[CH:29][C:28]([S:31]([N:34]=[C:35]=[O:36])(=[O:33])=[O:32])=[CH:27][CH:26]=1. The catalyst is ClCCl. The product is [CH3:37][C:25]1[CH:30]=[CH:29][C:28]([S:31]([NH:34][C:35](=[O:36])[O:17][CH2:16][CH2:15][C:12]2[CH:13]=[CH:14][C:9]([NH:8][C:6]3[CH:7]=[C:2]([Cl:1])[C:3]([C:21]([F:22])([F:23])[F:24])=[CH:4][C:5]=3[N+:18]([O-:20])=[O:19])=[CH:10][CH:11]=2)(=[O:33])=[O:32])=[CH:27][CH:26]=1. The yield is 0.980.